Dataset: CYP3A4 inhibition data for predicting drug metabolism from PubChem BioAssay. Task: Regression/Classification. Given a drug SMILES string, predict its absorption, distribution, metabolism, or excretion properties. Task type varies by dataset: regression for continuous measurements (e.g., permeability, clearance, half-life) or binary classification for categorical outcomes (e.g., BBB penetration, CYP inhibition). Dataset: cyp3a4_veith. (1) The compound is COc1ccc(C(=O)N/N=C/c2cccc3cccnc23)cc1. The result is 1 (inhibitor). (2) The drug is CC/C(O)=C(\C#N)c1nnc2n1CCCCC2. The result is 0 (non-inhibitor). (3) The compound is O=C(CNC(=O)c1cccs1)NCC(=O)OCc1ccc(Cl)cc1. The result is 1 (inhibitor). (4) The drug is CCCCCCCCCCCCCCCC[N+](C)(C)CCN(Cc1ccc(OC)cc1)c1ncccn1. The result is 0 (non-inhibitor). (5) The molecule is O=[As](O)(O)c1ccc(N=Nc2ccc(O)cc2)cc1. The result is 0 (non-inhibitor).